From a dataset of Forward reaction prediction with 1.9M reactions from USPTO patents (1976-2016). Predict the product of the given reaction. (1) Given the reactants [C:1]([O:5][C:6]([N:8]1[CH2:12][CH2:11][C@H:10]([O:13][Si:14]([C:17]([CH3:20])([CH3:19])[CH3:18])([CH3:16])[CH3:15])[C@H:9]1[C:21](=[N:23]O)[CH3:22])=[O:7])([CH3:4])([CH3:3])[CH3:2].N, predict the reaction product. The product is: [C:1]([O:5][C:6]([N:8]1[CH2:12][CH2:11][C@H:10]([O:13][Si:14]([C:17]([CH3:20])([CH3:19])[CH3:18])([CH3:16])[CH3:15])[C@H:9]1[C@@H:21]([NH2:23])[CH3:22])=[O:7])([CH3:4])([CH3:3])[CH3:2]. (2) Given the reactants [Br:1][C:2]1[CH:3]=[CH:4][C:5]([CH2:8][OH:9])=[N:6][CH:7]=1.[CH3:10]I.[H-].[Na+], predict the reaction product. The product is: [Br:1][C:2]1[CH:3]=[CH:4][C:5]([CH2:8][O:9][CH3:10])=[N:6][CH:7]=1.